From a dataset of Peptide-MHC class I binding affinity with 185,985 pairs from IEDB/IMGT. Regression. Given a peptide amino acid sequence and an MHC pseudo amino acid sequence, predict their binding affinity value. This is MHC class I binding data. The peptide sequence is ELGELIGVNY. The MHC is HLA-A31:01 with pseudo-sequence HLA-A31:01. The binding affinity (normalized) is 0.